Dataset: Catalyst prediction with 721,799 reactions and 888 catalyst types from USPTO. Task: Predict which catalyst facilitates the given reaction. (1) Reactant: ClC(Cl)(Cl)CO[C:5]([NH:7][C:8]1[N:12]([C:13]2[CH:18]=[CH:17][C:16]([CH3:19])=[CH:15][CH:14]=2)[N:11]=[C:10]([C:20]([CH3:23])([CH3:22])[CH3:21])[CH:9]=1)=[O:6].[NH2:26][C:27]1[C:36]2[C:31](=[CH:32][CH:33]=[CH:34][CH:35]=2)[C:30]([O:37][CH2:38][CH2:39][CH2:40][C:41]2[CH:46]=[CH:45][N:44]=[CH:43][CH:42]=2)=[CH:29][CH:28]=1.C(N(C(C)C)CC)(C)C.CS(C)=O. Product: [C:20]([C:10]1[CH:9]=[C:8]([NH:7][C:5]([NH:26][C:27]2[C:36]3[C:31](=[CH:32][CH:33]=[CH:34][CH:35]=3)[C:30]([O:37][CH2:38][CH2:39][CH2:40][C:41]3[CH:46]=[CH:45][N:44]=[CH:43][CH:42]=3)=[CH:29][CH:28]=2)=[O:6])[N:12]([C:13]2[CH:14]=[CH:15][C:16]([CH3:19])=[CH:17][CH:18]=2)[N:11]=1)([CH3:22])([CH3:23])[CH3:21]. The catalyst class is: 13. (2) Reactant: Cl.[CH:2]([N:5]([CH2:17][C:18]1[CH:23]=[CH:22][C:21]([C:24]2[N:25]=[C:26]([CH2:29]Cl)[S:27][CH:28]=2)=[CH:20][CH:19]=1)[C:6]1[CH:11]=[CH:10][C:9]([CH:12]([CH2:15][CH3:16])[CH2:13][CH3:14])=[CH:8][CH:7]=1)([CH3:4])[CH3:3].[OH:31][C:32]1[CH:33]=[N:34][CH:35]=[C:36]([CH:41]=1)[C:37]([O:39][CH3:40])=[O:38].C(=O)([O-])[O-].[K+].[K+].[I-].[K+]. Product: [CH3:40][O:39][C:37](=[O:38])[C:36]1[CH:41]=[C:32]([O:31][CH2:29][C:26]2[S:27][CH:28]=[C:24]([C:21]3[CH:22]=[CH:23][C:18]([CH2:17][N:5]([C:6]4[CH:11]=[CH:10][C:9]([CH:12]([CH2:15][CH3:16])[CH2:13][CH3:14])=[CH:8][CH:7]=4)[CH:2]([CH3:4])[CH3:3])=[CH:19][CH:20]=3)[N:25]=2)[CH:33]=[N:34][CH:35]=1. The catalyst class is: 255. (3) Reactant: [OH:1][CH2:2][CH:3]1[CH2:8][CH2:7][CH2:6][NH:5][C:4]1=[O:9].N1C=CN=C1.[Si:15](Cl)([C:28]([CH3:31])([CH3:30])[CH3:29])([C:22]1[CH:27]=[CH:26][CH:25]=[CH:24][CH:23]=1)[C:16]1[CH:21]=[CH:20][CH:19]=[CH:18][CH:17]=1.O. Product: [Si:15]([O:1][CH2:2][CH:3]1[CH2:8][CH2:7][CH2:6][NH:5][C:4]1=[O:9])([C:28]([CH3:31])([CH3:30])[CH3:29])([C:22]1[CH:23]=[CH:24][CH:25]=[CH:26][CH:27]=1)[C:16]1[CH:21]=[CH:20][CH:19]=[CH:18][CH:17]=1. The catalyst class is: 9. (4) Product: [NH:23]1[C:31]2[C:26](=[CH:27][CH:28]=[CH:29][CH:30]=2)[C:25]([C:32]2[N:33]=[N:34][N:35]([C:37]3[CH:38]=[CH:39][C:40]([CH2:43][CH2:44][C:45]([N:2]([CH3:3])[CH3:1])=[O:46])=[CH:41][CH:42]=3)[CH:36]=2)=[N:24]1. The catalyst class is: 198. Reactant: [CH3:1][N:2](C(ON1N=NC2C=CC=CC1=2)=[N+](C)C)[CH3:3].[B-](F)(F)(F)F.[NH:23]1[C:31]2[C:26](=[CH:27][CH:28]=[CH:29][CH:30]=2)[C:25]([C:32]2[N:33]=[N:34][N:35]([C:37]3[CH:42]=[CH:41][C:40]([CH2:43][CH2:44][C:45](O)=[O:46])=[CH:39][CH:38]=3)[CH:36]=2)=[N:24]1.CCN(C(C)C)C(C)C.CNC. (5) Reactant: C([O:8][C:9]1[CH:14]=[CH:13][C:12]([C:15]2[C:20]([O:21][CH3:22])=[CH:19][CH:18]=[CH:17][C:16]=2[C:23]2[CH:28]=[CH:27][N:26]=[CH:25][CH:24]=2)=[CH:11][CH:10]=1)C1C=CC=CC=1.[H][H]. Product: [CH3:22][O:21][C:20]1[CH:19]=[CH:18][CH:17]=[C:16]([C:23]2[CH:24]=[CH:25][N:26]=[CH:27][CH:28]=2)[C:15]=1[C:12]1[CH:11]=[CH:10][C:9]([OH:8])=[CH:14][CH:13]=1. The catalyst class is: 19. (6) Reactant: [Cl:1][C:2]1[CH:7]=[CH:6][C:5]([C:8]2([OH:34])[CH2:13][CH2:12][N:11]([CH2:14][CH2:15][CH:16]=[C:17]3[C:27]4[C:22](=[N:23][CH:24]=[CH:25][CH:26]=4)[O:21][C:20]4[CH:28]=[CH:29][CH:30]=[C:31]([C:32]#[N:33])[C:19]=4[CH2:18]3)[CH2:10][CH2:9]2)=[CH:4][CH:3]=1.[N-:35]=[N+:36]=[N-:37].[Na+].[Cl-].[NH4+].O. Product: [Cl:1][C:2]1[CH:7]=[CH:6][C:5]([C:8]2([OH:34])[CH2:13][CH2:12][N:11]([CH2:14][CH2:15][CH:16]=[C:17]3[C:27]4[C:22](=[N:23][CH:24]=[CH:25][CH:26]=4)[O:21][C:20]4[CH:28]=[CH:29][CH:30]=[C:31]([C:32]5[NH:37][N:36]=[N:35][N:33]=5)[C:19]=4[CH2:18]3)[CH2:10][CH2:9]2)=[CH:4][CH:3]=1. The catalyst class is: 3. (7) Reactant: [NH2:1][C:2]1[N:7]=[C:6]([NH2:8])[C:5]([N:9]=O)=[C:4]([OH:11])[N:3]=1.[NH4+].[OH-].S(S([O-])=O)([O-])=O.[Na+].[Na+]. Product: [NH2:1][C:2]1[N:7]=[C:6]([NH2:8])[C:5]([NH2:9])=[C:4]([OH:11])[N:3]=1. The catalyst class is: 6. (8) Reactant: C(=O)(O)[O-].[Na+].[CH3:6][N:7]1[C:15]([CH3:16])=[C:14]2[C:9]([CH:10]=[C:11]([NH2:17])[CH:12]=[CH:13]2)=[N:8]1.[Cl:18][C:19]1[N:24]=[C:23](Cl)[CH:22]=[CH:21][N:20]=1.CO.O. Product: [Cl:18][C:19]1[N:24]=[C:23]([NH:17][C:11]2[CH:12]=[CH:13][C:14]3[C:9]([CH:10]=2)=[N:8][N:7]([CH3:6])[C:15]=3[CH3:16])[CH:22]=[CH:21][N:20]=1. The catalyst class is: 13. (9) Reactant: [CH2:1]([S:8][C:9]1[CH:18]=[C:17]2[C:12]([C:13](Cl)=[N:14][CH:15]=[N:16]2)=[CH:11][CH:10]=1)[C:2]1[CH:7]=[CH:6][CH:5]=[CH:4][CH:3]=1.[Br:20][C:21]1[C:26]([F:27])=[CH:25][C:24](B(O)O)=[C:23]([O:31][CH3:32])[CH:22]=1. Product: [CH2:1]([S:8][C:9]1[CH:18]=[C:17]2[C:12]([C:13]([C:24]3[CH:25]=[C:26]([F:27])[C:21]([Br:20])=[CH:22][C:23]=3[O:31][CH3:32])=[N:14][CH:15]=[N:16]2)=[CH:11][CH:10]=1)[C:2]1[CH:7]=[CH:6][CH:5]=[CH:4][CH:3]=1. The catalyst class is: 73. (10) Reactant: [NH2:1][C:2]([NH2:4])=[S:3].Cl[CH2:6][C:7](=O)[C:8](=[O:10])[CH3:9]. Product: [NH2:1][C:2]1[S:3][CH:6]=[C:7]([C:8](=[O:10])[CH3:9])[N:4]=1. The catalyst class is: 8.